Task: Predict which catalyst facilitates the given reaction.. Dataset: Catalyst prediction with 721,799 reactions and 888 catalyst types from USPTO (1) Reactant: [CH3:1][C@@:2]([OH:30])([C:26]([CH3:29])([CH3:28])[CH3:27])[C@@H:3]1[C@@:8]2([O:24][CH3:25])[C@@H:9]3[O:23][C:18]4=[C:19]([OH:22])[CH:20]=[CH:21][C:16]5=[C:17]4[C@:10]43[CH2:11][CH2:12][NH:13][C@H:14]([CH2:15]5)[C@@:5]4([CH2:6][CH2:7]2)[CH2:4]1.C(=O)(O)[O-].[Na+].[CH:36]1([CH2:39]Br)[CH2:38][CH2:37]1.CN(C=O)C. Product: [CH3:1][C@@:2]([OH:30])([C:26]([CH3:29])([CH3:28])[CH3:27])[C@@H:3]1[C@:8]2([O:24][CH3:25])[C@@H:9]3[O:23][C:18]4=[C:19]([OH:22])[CH:20]=[CH:21][C:16]5=[C:17]4[C@:10]43[CH2:11][CH2:12][N:13]([CH2:39][CH:36]3[CH2:38][CH2:37]3)[C@H:14]([CH2:15]5)[C@@:5]4([CH2:6][CH2:7]2)[CH2:4]1. The catalyst class is: 24. (2) Reactant: [CH2:1]([C:3]12[CH2:18][CH2:17][C:16](=[O:19])[CH:15]=[C:4]1[CH2:5][CH2:6][CH2:7][C:8]1[CH:13]=[C:12]([OH:14])[CH:11]=[CH:10][C:9]=12)[CH3:2].N1C=CC=CC=1.[H][H]. Product: [CH2:1]([C@:3]12[CH2:18][CH2:17][C:16](=[O:19])[CH2:15][C@H:4]1[CH2:5][CH2:6][CH2:7][C:8]1[CH:13]=[C:12]([OH:14])[CH:11]=[CH:10][C:9]=12)[CH3:2].[CH2:1]([C@@:3]12[CH2:18][CH2:17][C:16](=[O:19])[CH2:15][C@@H:4]1[CH2:5][CH2:6][CH2:7][C:8]1[CH:13]=[C:12]([OH:14])[CH:11]=[CH:10][C:9]=12)[CH3:2]. The catalyst class is: 123. (3) Reactant: [C:1]1([C:18]2[CH:23]=[CH:22][CH:21]=[CH:20][CH:19]=2)[CH:6]=[CH:5][CH:4]=[C:3]([NH:7][C:8]2[N:16]=[CH:15][C:14]([F:17])=[CH:13][C:9]=2[C:10](O)=[O:11])[CH:2]=1.[C:24]([N:31]1[CH:35]=[CH:34][N:33]=[CH:32]1)(N1C=CN=C1)=[O:25].N[C@@H:37]1CCN(C(OC(C)(C)C)=O)C1.[H-].[Na+]. Product: [C:1]1([C:18]2[CH:19]=[CH:20][CH:21]=[CH:22][CH:23]=2)[CH:6]=[CH:5][CH:4]=[C:3]([N:7]2[C:8]3[N:16]=[CH:15][C:14]([F:17])=[CH:13][C:9]=3[C:10](=[O:11])[N:31]([C@@H:35]3[CH2:37][CH2:32][NH:33][CH2:34]3)[C:24]2=[O:25])[CH:2]=1. The catalyst class is: 18. (4) Reactant: [H-].[Na+].[Cl:3][C:4]1[CH:5]=[C:6]([S:11]([N:14]2[CH2:18][CH2:17][CH2:16][CH:15]2[C:19]([NH:21][C:22]2[CH:27]=[CH:26][CH:25]=[CH:24][CH:23]=2)=[O:20])(=[O:13])=[O:12])[CH:7]=[CH:8][C:9]=1[CH3:10].Cl[CH2:29][N:30]1[C:34]2[CH:35]=[CH:36][CH:37]=[CH:38][C:33]=2[N:32]=[N:31]1. Product: [N:30]1([CH2:29][N:21]([C:22]2[CH:27]=[CH:26][CH:25]=[CH:24][CH:23]=2)[C:19]([CH:15]2[CH2:16][CH2:17][CH2:18][N:14]2[S:11]([C:6]2[CH:7]=[CH:8][C:9]([CH3:10])=[C:4]([Cl:3])[CH:5]=2)(=[O:13])=[O:12])=[O:20])[C:34]2[CH:35]=[CH:36][CH:37]=[CH:38][C:33]=2[N:32]=[N:31]1. The catalyst class is: 3.